Task: Predict the reactants needed to synthesize the given product.. Dataset: Full USPTO retrosynthesis dataset with 1.9M reactions from patents (1976-2016) The reactants are: [CH2:1]([N:8]1[C@H:14]([CH2:15][O:16][Si](C(C)(C)C)(C)C)[CH2:13][CH2:12][C:9]21[CH2:11][CH2:10]2)[C:2]1[CH:7]=[CH:6][CH:5]=[CH:4][CH:3]=1.CCCC[N+](CCCC)(CCCC)CCCC.[F-]. Given the product [CH2:1]([N:8]1[C@H:14]([CH2:15][OH:16])[CH2:13][CH2:12][C:9]21[CH2:10][CH2:11]2)[C:2]1[CH:7]=[CH:6][CH:5]=[CH:4][CH:3]=1, predict the reactants needed to synthesize it.